Dataset: Catalyst prediction with 721,799 reactions and 888 catalyst types from USPTO. Task: Predict which catalyst facilitates the given reaction. (1) Reactant: [NH2:1][C:2]1[N:6]([C:7]2[CH:12]=[CH:11][C:10]([S:13]([CH3:16])(=[O:15])=[O:14])=[CH:9][CH:8]=2)[N:5]=[C:4]([CH2:17][CH3:18])[C:3]=1[C:19](O)=[O:20].N1C=CC=N1.O=S(Cl)Cl.Cl.[NH2:32][CH2:33][C:34]([C:36]1[CH:41]=[CH:40][CH:39]=[CH:38][CH:37]=1)=O.C(N(CC)CC)C. Product: [CH2:17]([C:4]1[C:3]2[C:19](=[O:20])[NH:32][CH2:33][C:34]([C:36]3[CH:41]=[CH:40][CH:39]=[CH:38][CH:37]=3)=[N:1][C:2]=2[N:6]([C:7]2[CH:12]=[CH:11][C:10]([S:13]([CH3:16])(=[O:15])=[O:14])=[CH:9][CH:8]=2)[N:5]=1)[CH3:18]. The catalyst class is: 4. (2) Reactant: [Br:1][C:2]1N=[C:6]([NH2:8])[CH:5]=[CH:4][C:3]=1[F:9].[C:10](O[C:10]([O:12][C:13]([CH3:16])([CH3:15])[CH3:14])=[O:11])([O:12][C:13]([CH3:16])([CH3:15])[CH3:14])=[O:11].[CH2:25](N(CC)CC)C. Product: [Br:1][C:2]1[CH:25]=[C:6]([NH:8][C:10](=[O:11])[O:12][C:13]([CH3:16])([CH3:15])[CH3:14])[CH:5]=[CH:4][C:3]=1[F:9]. The catalyst class is: 112. (3) Reactant: [NH2:1][C:2]1[CH:11]=[CH:10][CH:9]=[CH:8][C:3]=1[C:4]([O:6][CH3:7])=[O:5].[C:12]([O:17]C(=O)CCC)(=O)[CH2:13][CH2:14][CH3:15].[N+:23]([O-])([OH:25])=[O:24].[OH-].[Na+]. Product: [C:12]([NH:1][C:2]1[C:11]([N+:23]([O-:25])=[O:24])=[CH:10][CH:9]=[CH:8][C:3]=1[C:4]([O:6][CH3:7])=[O:5])(=[O:17])[CH2:13][CH2:14][CH3:15]. The catalyst class is: 6. (4) Reactant: Br[C:2]1[CH:9]=[CH:8][CH:7]=[CH:6][C:3]=1[CH:4]=[O:5].[C:10]([NH2:16])(=[O:15])[C:11]([CH3:14])([CH3:13])[CH3:12].C(=O)([O-])[O-].[Cs+].[Cs+].CC1(C)C2C=CC=C(P(C3C=CC=CC=3)C3C=CC=CC=3)C=2OC2C1=CC=CC=2P(C1C=CC=CC=1)C1C=CC=CC=1. Product: [CH:4]([C:3]1[CH:6]=[CH:7][CH:8]=[CH:9][C:2]=1[NH:16][C:10](=[O:15])[C:11]([CH3:14])([CH3:13])[CH3:12])=[O:5]. The catalyst class is: 160. (5) The catalyst class is: 286. Product: [CH2:12]([N:19]1[C:4](=[O:6])[C:3]2[C:2](=[CH:10][C:9]([Cl:11])=[CH:8][CH:7]=2)[N:1]=[C:20]1[CH3:21])[C:13]1[CH:18]=[CH:17][CH:16]=[CH:15][CH:14]=1. Reactant: [NH2:1][C:2]1[CH:10]=[C:9]([Cl:11])[CH:8]=[CH:7][C:3]=1[C:4]([OH:6])=O.[CH2:12]([NH:19][C:20](=O)[CH3:21])[C:13]1[CH:18]=[CH:17][CH:16]=[CH:15][CH:14]=1. (6) The catalyst class is: 8. Product: [N:9]1([C:14]([N:16]=[C:17]=[S:18])=[O:15])[CH2:13][CH2:12][CH2:11][CH2:10]1.[Cl:19][C:20]1[CH:21]=[C:22]([NH:23][C:17]([NH:16][C:14]([N:9]2[CH2:13][CH2:12][CH2:11][CH2:10]2)=[O:15])=[S:18])[CH:24]=[CH:25][C:26]=1[O:27][C:28]1[C:37]2[C:32](=[CH:33][C:34]([O:40][CH3:41])=[C:35]([O:38][CH3:39])[CH:36]=2)[N:31]=[CH:30][CH:29]=1. Reactant: N1(C(Cl)=O)CCCC1.[N:9]1([C:14]([N:16]=[C:17]=[S:18])=[O:15])[CH2:13][CH2:12][CH2:11][CH2:10]1.[Cl:19][C:20]1[CH:21]=[C:22]([CH:24]=[CH:25][C:26]=1[O:27][C:28]1[C:37]2[C:32](=[CH:33][C:34]([O:40][CH3:41])=[C:35]([O:38][CH3:39])[CH:36]=2)[N:31]=[CH:30][CH:29]=1)[NH2:23].C1(C)C=CC=CC=1. (7) Reactant: [CH3:1][C:2]1[CH:3]=[C:4]([C:8]2[S:12][C:11]([C:13]([O-:15])=O)=[N:10][CH:9]=2)[CH:5]=[CH:6][CH:7]=1.[Li+].C(Cl)(=O)C(Cl)=O.[CH3:23][O:24][C:25]1[CH:26]=[C:27]([CH:30]=[CH:31][CH:32]=1)[NH:28][CH3:29].C(N(CC)CC)C. Product: [CH3:23][O:24][C:25]1[CH:26]=[C:27]([N:28]([CH3:29])[C:13]([C:11]2[S:12][C:8]([C:4]3[CH:5]=[CH:6][CH:7]=[C:2]([CH3:1])[CH:3]=3)=[CH:9][N:10]=2)=[O:15])[CH:30]=[CH:31][CH:32]=1. The catalyst class is: 59.